This data is from Forward reaction prediction with 1.9M reactions from USPTO patents (1976-2016). The task is: Predict the product of the given reaction. (1) Given the reactants [C:1]([C:5]1[NH:16][C:8]2=[N:9][CH:10]=[C:11]([N+:13]([O-])=O)[CH:12]=[C:7]2[CH:6]=1)([CH3:4])([CH3:3])[CH3:2], predict the reaction product. The product is: [C:1]([C:5]1[NH:16][C:8]2=[N:9][CH:10]=[C:11]([NH2:13])[CH:12]=[C:7]2[CH:6]=1)([CH3:4])([CH3:2])[CH3:3]. (2) Given the reactants C(OC(=O)[NH:7][C:8]1[C:17]2[C:12](=[CH:13][CH:14]=[CH:15][CH:16]=2)[C:11]([O:18][C:19]2[CH:24]=[CH:23][N:22]=[C:21]([NH:25][CH2:26][C:27]3[CH:32]=[CH:31][CH:30]=[CH:29][N:28]=3)[CH:20]=2)=[CH:10][CH:9]=1)(C)(C)C.C(O)(C(F)(F)F)=O, predict the reaction product. The product is: [NH2:7][C:8]1[C:17]2[C:12](=[CH:13][CH:14]=[CH:15][CH:16]=2)[C:11]([O:18][C:19]2[CH:24]=[CH:23][N:22]=[C:21]([NH:25][CH2:26][C:27]3[CH:32]=[CH:31][CH:30]=[CH:29][N:28]=3)[CH:20]=2)=[CH:10][CH:9]=1. (3) Given the reactants O.[NH2:2][NH2:3].F[C:5]1[CH:12]=[C:11]([N:13]2[CH2:17][CH2:16][N:15]([C:18]3[CH:19]=[N:20][CH:21]=[CH:22][C:23]=3[CH3:24])[C:14]2=[O:25])[CH:10]=[CH:9][C:6]=1[C:7]#[N:8].CO, predict the reaction product. The product is: [NH2:8][C:7]1[C:6]2[C:5](=[CH:12][C:11]([N:13]3[CH2:17][CH2:16][N:15]([C:18]4[CH:19]=[N:20][CH:21]=[CH:22][C:23]=4[CH3:24])[C:14]3=[O:25])=[CH:10][CH:9]=2)[NH:3][N:2]=1.